This data is from Forward reaction prediction with 1.9M reactions from USPTO patents (1976-2016). The task is: Predict the product of the given reaction. (1) Given the reactants [H-].[Li+].[Al+3].[H-].[H-].[H-].[CH3:7][C:8]1[CH:17]=[CH:16][C:11]([C:12](OC)=[O:13])=[CH:10][N:9]=1.O.[OH-].[Na+], predict the reaction product. The product is: [CH3:7][C:8]1[N:9]=[CH:10][C:11]([CH2:12][OH:13])=[CH:16][CH:17]=1. (2) Given the reactants [CH2:1]([CH2:13][Si:14]([CH3:17])([CH3:16])Cl)[CH2:2][CH2:3][CH2:4][CH2:5][CH2:6][CH2:7][CH2:8][CH2:9][CH2:10][CH2:11]C.[CH2:18]([Mg]Cl)[C:19](=[CH2:21])[CH3:20], predict the reaction product. The product is: [CH2:13]([Si:14]([CH2:16][C:4](=[CH2:3])[CH3:5])([CH2:17][C:1](=[CH2:2])[CH3:13])[CH2:18][C:19](=[CH2:21])[CH3:20])[CH2:1][CH2:2][CH2:3][CH2:4][CH2:5][CH2:6][CH2:7][CH2:8][CH2:9][CH2:10][CH3:11].